From a dataset of Forward reaction prediction with 1.9M reactions from USPTO patents (1976-2016). Predict the product of the given reaction. (1) Given the reactants [Cl:1][C:2]1[CH:7]=[CH:6][C:5]([CH:8]([C:15]2[C:23]3[C:18](=[C:19]([CH2:24][S:25][CH3:26])[CH:20]=[CH:21][CH:22]=3)[NH:17][CH:16]=2)[CH2:9][C:10]([O:12][CH2:13][CH3:14])=[O:11])=[CH:4][CH:3]=1.[C:27](O[C:27]([O:29][C:30]([CH3:33])([CH3:32])[CH3:31])=[O:28])([O:29][C:30]([CH3:33])([CH3:32])[CH3:31])=[O:28].O, predict the reaction product. The product is: [Cl:1][C:2]1[CH:3]=[CH:4][C:5]([CH:8]([C:15]2[C:23]3[C:18](=[C:19]([CH2:24][S:25][CH3:26])[CH:20]=[CH:21][CH:22]=3)[N:17]([C:27]([O:29][C:30]([CH3:33])([CH3:32])[CH3:31])=[O:28])[CH:16]=2)[CH2:9][C:10]([O:12][CH2:13][CH3:14])=[O:11])=[CH:6][CH:7]=1. (2) Given the reactants [C:1]([OH:5])(=O)[CH2:2][OH:3].[Cl:6][C:7]1[CH:8]=[C:9]([NH:21][C:22]2[C:31]3[C:26](=[CH:27][CH:28]=[CH:29][C:30]=3[O:32][CH2:33][CH2:34][NH:35][CH2:36][CH:37]3[CH2:39][CH2:38]3)[N:25]=[CH:24][N:23]=2)[CH:10]=[CH:11][C:12]=1[O:13][CH2:14][C:15]1[CH:20]=[CH:19][CH:18]=[CH:17][N:16]=1, predict the reaction product. The product is: [Cl:6][C:7]1[CH:8]=[C:9]([NH:21][C:22]2[C:31]3[C:26](=[CH:27][CH:28]=[CH:29][C:30]=3[O:32][CH2:33][CH2:34][N:35]([CH2:36][CH:37]3[CH2:39][CH2:38]3)[C:1](=[O:5])[CH2:2][OH:3])[N:25]=[CH:24][N:23]=2)[CH:10]=[CH:11][C:12]=1[O:13][CH2:14][C:15]1[CH:20]=[CH:19][CH:18]=[CH:17][N:16]=1. (3) Given the reactants I[C:2]1[N:3]([CH:8]([CH3:10])[CH3:9])[C:4]([I:7])=[CH:5][N:6]=1.[Li]CCCC, predict the reaction product. The product is: [I:7][C:4]1[N:3]([CH:8]([CH3:10])[CH3:9])[CH:2]=[N:6][CH:5]=1. (4) Given the reactants [F:1][C:2]1[CH:24]=[C:23]([F:25])[CH:22]=[CH:21][C:3]=1[O:4][C:5]1[CH:6]=[C:7]2[C:11](=[CH:12][C:13]=1[C:14]([OH:16])=[O:15])[N:10]([CH2:17][CH:18]([CH3:20])[CH3:19])[N:9]=[CH:8]2.O[N:27]1[C:31](=[O:32])[CH2:30][CH2:29][C:28]1=[O:33].CCN=C=NCCCN(C)C, predict the reaction product. The product is: [O:33]=[C:28]1[CH2:29][CH2:30][C:31](=[O:32])[N:27]1[O:15][C:14]([C:13]1[CH:12]=[C:11]2[C:7]([CH:8]=[N:9][N:10]2[CH2:17][CH:18]([CH3:20])[CH3:19])=[CH:6][C:5]=1[O:4][C:3]1[CH:21]=[CH:22][C:23]([F:25])=[CH:24][C:2]=1[F:1])=[O:16]. (5) Given the reactants Br[C:2]1[CH:53]=[CH:52][C:5]([CH2:6][C@@H:7]([C:26]([NH:28][C:29]2[CH:34]=[CH:33][C:32]([C:35]3[NH:36][C:37]([C:40]([F:51])([F:50])[C:41]([F:49])([F:48])[C:42]([F:47])([F:46])[C:43]([OH:45])=[O:44])=[N:38][N:39]=3)=[CH:31][CH:30]=2)=[O:27])[NH:8][C:9]([C@H:11]2[CH2:16][CH2:15][C@H:14]([CH2:17][NH:18][C:19]([O:21][C:22]([CH3:25])([CH3:24])[CH3:23])=[O:20])[CH2:13][CH2:12]2)=[O:10])=[CH:4][CH:3]=1.[CH3:54][N:55]([CH3:81])[CH:56]1[CH2:61][CH2:60][CH:59]([NH:62][C:63](=[O:80])[C:64]2[CH:69]=[CH:68][C:67](B3OC(C)(C)C(C)(C)O3)=[C:66]([CH3:79])[CH:65]=2)[CH2:58][CH2:57]1.C(O)C.C(=O)([O-])[O-].[Na+].[Na+], predict the reaction product. The product is: [C:22]([O:21][C:19]([NH:18][CH2:17][C@H:14]1[CH2:13][CH2:12][C@H:11]([C:9]([NH:8][C@@H:7]([CH2:6][C:5]2[CH:4]=[CH:3][C:2]([C:67]3[CH:68]=[CH:69][C:64]([C:63](=[O:80])[NH:62][CH:59]4[CH2:58][CH2:57][CH:56]([N:55]([CH3:54])[CH3:81])[CH2:61][CH2:60]4)=[CH:65][C:66]=3[CH3:79])=[CH:53][CH:52]=2)[C:26]([NH:28][C:29]2[CH:34]=[CH:33][C:32]([C:35]3[NH:36][C:37]([C:40]([F:51])([F:50])[C:41]([F:48])([F:49])[C:42]([F:46])([F:47])[C:43]([OH:45])=[O:44])=[N:38][N:39]=3)=[CH:31][CH:30]=2)=[O:27])=[O:10])[CH2:16][CH2:15]1)=[O:20])([CH3:23])([CH3:24])[CH3:25]. (6) Given the reactants [NH2:1][CH2:2][CH2:3][CH:4]1[C:8]2[C:9]3[N:10]([N:13]=[C:14]([CH3:21])[C:15]=3[C:16]([O:18][CH2:19][CH3:20])=[O:17])[CH:11]=[CH:12][C:7]=2[CH2:6][CH2:5]1.[C:22](O[C:22]([O:24][C:25]([CH3:28])([CH3:27])[CH3:26])=[O:23])([O:24][C:25]([CH3:28])([CH3:27])[CH3:26])=[O:23], predict the reaction product. The product is: [C:25]([O:24][C:22]([NH:1][CH2:2][CH2:3][CH:4]1[C:8]2[C:9]3[N:10]([N:13]=[C:14]([CH3:21])[C:15]=3[C:16]([O:18][CH2:19][CH3:20])=[O:17])[CH:11]=[CH:12][C:7]=2[CH2:6][CH2:5]1)=[O:23])([CH3:28])([CH3:27])[CH3:26].